Dataset: Forward reaction prediction with 1.9M reactions from USPTO patents (1976-2016). Task: Predict the product of the given reaction. The product is: [NH2:1][CH2:4][C:5]1[C:6]([CH3:12])=[N:7][CH:8]=[CH:9][C:10]=1[CH3:11]. Given the reactants [N:1]([CH2:4][C:5]1[C:6]([CH3:12])=[N:7][CH:8]=[CH:9][C:10]=1[CH3:11])=[N+]=[N-].[H][H], predict the reaction product.